Task: Predict the reactants needed to synthesize the given product.. Dataset: Full USPTO retrosynthesis dataset with 1.9M reactions from patents (1976-2016) (1) Given the product [Si:1]([O:8][CH2:9][CH2:10][N:11]1[CH2:12][C@H:13]([CH:14]([CH3:16])[CH3:15])[N:17]([C:18]2[CH:23]=[CH:22][N:21]3[N:24]=[CH:25][C:26]([C:27]4[CH:28]=[CH:29][C:30]([C:33]5[N:34]([CH2:38][O:39][CH2:40][CH2:41][Si:42]([CH3:44])([CH3:45])[CH3:43])[CH:35]=[CH:36][N:37]=5)=[CH:31][CH:32]=4)=[C:20]3[N:19]=2)[C:56]1=[O:57])([C:4]([CH3:7])([CH3:6])[CH3:5])([CH3:3])[CH3:2], predict the reactants needed to synthesize it. The reactants are: [Si:1]([O:8][CH2:9][CH2:10][NH:11][CH2:12][C@@H:13]([NH:17][C:18]1[CH:23]=[CH:22][N:21]2[N:24]=[CH:25][C:26]([C:27]3[CH:32]=[CH:31][C:30]([C:33]4[N:34]([CH2:38][O:39][CH2:40][CH2:41][Si:42]([CH3:45])([CH3:44])[CH3:43])[CH:35]=[CH:36][N:37]=4)=[CH:29][CH:28]=3)=[C:20]2[N:19]=1)[CH:14]([CH3:16])[CH3:15])([C:4]([CH3:7])([CH3:6])[CH3:5])([CH3:3])[CH3:2].C(N(C(C)C)CC)(C)C.Cl[C:56](OC(Cl)(Cl)Cl)=[O:57]. (2) Given the product [OH:10][C:9]1[C:4]([CH:1]([CH3:3])[CH3:2])=[C:5]2[C:6](=[C:7]([CH3:23])[C:8]=1[CH:11]([CH3:13])[CH3:12])[O:14][C:17]([CH3:19])([C:16]([O:21][CH3:22])=[O:20])[CH2:18][CH2:15]2, predict the reactants needed to synthesize it. The reactants are: [CH:1]([C:4]1[C:5]([CH3:15])=[C:6]([OH:14])[CH:7]=[C:8]([CH:11]([CH3:13])[CH3:12])[C:9]=1[OH:10])([CH3:3])[CH3:2].[C:16]([O:21][CH3:22])(=[O:20])[C:17]([CH3:19])=[CH2:18].[CH2:23]=O.